The task is: Predict which catalyst facilitates the given reaction.. This data is from Catalyst prediction with 721,799 reactions and 888 catalyst types from USPTO. (1) Reactant: [F:1][C:2]1[C:3]([CH3:19])=[C:4]([C:8]2([C:15]([O:17][CH3:18])=[O:16])[CH2:13][CH2:12][CH:11]([OH:14])[CH2:10][CH2:9]2)[CH:5]=[CH:6][CH:7]=1.[C:20]1(O)[CH:25]=[CH:24][CH:23]=[CH:22][CH:21]=1.C1(P(C2C=CC=CC=2)C2C=CC=CC=2)C=CC=CC=1.CCOC(/N=N/C(OCC)=O)=O. Product: [F:1][C:2]1[C:3]([CH3:19])=[C:4]([C:8]2([C:15]([O:17][CH3:18])=[O:16])[CH2:9][CH2:10][CH:11]([O:14][C:20]3[CH:25]=[CH:24][CH:23]=[CH:22][CH:21]=3)[CH2:12][CH2:13]2)[CH:5]=[CH:6][CH:7]=1. The catalyst class is: 674. (2) Reactant: Cl[C:2]1[N:3]([CH2:25][CH:26]2[CH2:28][CH2:27]2)[C:4]2[C:9]([N:10]=1)=[C:8]([N:11]1[CH2:16][CH2:15][O:14][CH2:13][CH2:12]1)[N:7]=[C:6]([C:17]1[C:18]([CH3:24])=[N:19][C:20]([NH2:23])=[N:21][CH:22]=1)[N:5]=2.[NH:29]1[CH2:34][CH2:33][CH:32]([CH2:35][OH:36])[CH2:31][CH2:30]1. Product: [NH2:23][C:20]1[N:19]=[C:18]([CH3:24])[C:17]([C:6]2[N:5]=[C:4]3[C:9]([N:10]=[C:2]([N:29]4[CH2:34][CH2:33][CH:32]([CH2:35][OH:36])[CH2:31][CH2:30]4)[N:3]3[CH2:25][CH:26]3[CH2:28][CH2:27]3)=[C:8]([N:11]3[CH2:16][CH2:15][O:14][CH2:13][CH2:12]3)[N:7]=2)=[CH:22][N:21]=1. The catalyst class is: 60. (3) Reactant: Br[C:2]1[C:6]2[C:7]3[N:8]([CH3:28])[C:9](=[O:27])[N:10]([C:15]4[C:20]([F:21])=[C:19]([O:22][CH3:23])[CH:18]=[C:17]([O:24][CH3:25])[C:16]=4[F:26])[CH2:11][C:12]=3[CH:13]=[N:14][C:5]=2[NH:4][N:3]=1.Cl[CH2:30]Cl.[Zn](C)C. Product: [F:26][C:16]1[C:17]([O:24][CH3:25])=[CH:18][C:19]([O:22][CH3:23])=[C:20]([F:21])[C:15]=1[N:10]1[CH2:11][C:12]2[CH:13]=[N:14][C:5]3[NH:4][N:3]=[C:2]([CH3:30])[C:6]=3[C:7]=2[N:8]([CH3:28])[C:9]1=[O:27]. The catalyst class is: 169.